From a dataset of Forward reaction prediction with 1.9M reactions from USPTO patents (1976-2016). Predict the product of the given reaction. (1) Given the reactants [CH3:1][O:2][C:3](=[O:15])[C@:4]([CH2:8][C:9]1[CH:14]=[CH:13][CH:12]=[CH:11][CH:10]=1)([CH2:6]O)[NH2:5].[N+:16]([C:19]1[CH:24]=[CH:23][CH:22]=[CH:21][C:20]=1[S:25](Cl)(=[O:27])=[O:26])([O-:18])=[O:17], predict the reaction product. The product is: [CH2:8]([C:4]1([C:3]([O:2][CH3:1])=[O:15])[CH2:6][N@@:5]1[S:25]([C:20]1[CH:21]=[CH:22][CH:23]=[CH:24][C:19]=1[N+:16]([O-:18])=[O:17])(=[O:26])=[O:27])[C:9]1[CH:14]=[CH:13][CH:12]=[CH:11][CH:10]=1. (2) Given the reactants C([N:8]1[CH2:20][C@H:19]2[C@H:11]([CH2:12][C:13]3[C:18]2=[CH:17][C:16]([C:21]2[CH:26]=[CH:25][C:24](Cl)=[CH:23][C:22]=2Cl)=[CH:15][C:14]=3[CH3:29])[CH2:10][CH2:9]1)C1C=CC=CC=1.C(O)(=O)C, predict the reaction product. The product is: [CH3:29][C:14]1[CH:15]=[C:16]([C:21]2[CH:26]=[CH:25][CH:24]=[CH:23][CH:22]=2)[CH:17]=[C:18]2[C:13]=1[CH2:12][C@H:11]1[C@@H:19]2[CH2:20][NH:8][CH2:9][CH2:10]1.